This data is from Reaction yield outcomes from USPTO patents with 853,638 reactions. The task is: Predict the reaction yield, written as a fraction of the theoretical maximum amount of product (1.0 means a 100% yield; for example, 0.34 means a 34% yield). (1) The reactants are [CH2:1]([N:8]([CH2:19][CH2:20][O:21][Si](C(C)(C)C)(C)C)[C:9](=[O:18])[C:10]1[CH:15]=[CH:14][N+:13]([O-:16])=[CH:12][C:11]=1[F:17])[C:2]1[CH:7]=[CH:6][CH:5]=[CH:4][CH:3]=1.Cl. The catalyst is CO. The product is [CH2:1]([N:8]([CH2:19][CH2:20][OH:21])[C:9](=[O:18])[C:10]1[CH:15]=[CH:14][N+:13]([O-:16])=[CH:12][C:11]=1[F:17])[C:2]1[CH:7]=[CH:6][CH:5]=[CH:4][CH:3]=1. The yield is 0.730. (2) The reactants are [F:1][C:2]1[CH:7]=[CH:6][C:5]([C:8](=O)[CH2:9][C:10]2[CH:14]=[CH:13][S:12][CH:11]=2)=[CH:4][CH:3]=1.[CH2:16]([O:18][C:19]1[CH:20]=[C:21]([CH:24]=[C:25]([N+:28]([O-:30])=[O:29])[C:26]=1[OH:27])[CH:22]=O)[CH3:17].[NH2:31][C:32]([NH2:34])=[O:33].Cl. The catalyst is CCO.CCOC(C)=O. The product is [CH2:16]([O:18][C:19]1[CH:20]=[C:21]([CH:22]2[C:9]([C:10]3[CH:14]=[CH:13][S:12][CH:11]=3)=[C:8]([C:5]3[CH:6]=[CH:7][C:2]([F:1])=[CH:3][CH:4]=3)[NH:34][C:32](=[O:33])[NH:31]2)[CH:24]=[C:25]([N+:28]([O-:30])=[O:29])[C:26]=1[OH:27])[CH3:17]. The yield is 0.270. (3) The reactants are Cl.[C:2]1([C:8]2([C:13]3[CH:18]=[CH:17][CH:16]=[CH:15][CH:14]=3)[CH2:12][CH2:11][NH:10][CH2:9]2)[CH:7]=[CH:6][CH:5]=[CH:4][CH:3]=1.[CH:19]([C:21]1[CH:36]=[CH:35][C:24]([O:25][C:26]2[CH:34]=[CH:33][C:29]([C:30]([NH2:32])=[O:31])=[CH:28][N:27]=2)=[CH:23][CH:22]=1)=O.C(O[BH-](OC(=O)C)OC(=O)C)(=O)C.[Na+].C(O)(=O)C. The catalyst is ClCCCl. The product is [C:2]1([C:8]2([C:13]3[CH:18]=[CH:17][CH:16]=[CH:15][CH:14]=3)[CH2:12][CH2:11][N:10]([CH2:19][C:21]3[CH:36]=[CH:35][C:24]([O:25][C:26]4[CH:34]=[CH:33][C:29]([C:30]([NH2:32])=[O:31])=[CH:28][N:27]=4)=[CH:23][CH:22]=3)[CH2:9]2)[CH:3]=[CH:4][CH:5]=[CH:6][CH:7]=1. The yield is 1.06. (4) The yield is 0.960. The catalyst is C1(C)C=CC=CC=1.C(OC)(C)(C)C. The reactants are Br[C:2]1[CH:7]=[CH:6][C:5]([Br:8])=[C:4]([CH3:9])[N:3]=1.[OH2:10].[CH3:11][O-].[Na+].CO. The product is [CH3:11][O:10][C:2]1[CH:7]=[CH:6][C:5]([Br:8])=[C:4]([CH3:9])[N:3]=1. (5) The reactants are C(O[C:4](=[N:6][C:7](=O)[C:8]1[CH:13]=[CH:12][C:11]([O:14][CH3:15])=[CH:10][CH:9]=1)[CH3:5])C.Cl.[NH:18]([C:20]1[CH:25]=[CH:24][C:23]([S:26]([NH2:29])(=[O:28])=[O:27])=[CH:22][CH:21]=1)[NH2:19].C(N(CC)CC)C.O. The catalyst is ClCCl.CO. The product is [CH3:15][O:14][C:11]1[CH:10]=[CH:9][C:8]([C:7]2[N:18]([C:20]3[CH:21]=[CH:22][C:23]([S:26]([NH2:29])(=[O:28])=[O:27])=[CH:24][CH:25]=3)[N:19]=[C:4]([CH3:5])[N:6]=2)=[CH:13][CH:12]=1. The yield is 0.530.